This data is from Full USPTO retrosynthesis dataset with 1.9M reactions from patents (1976-2016). The task is: Predict the reactants needed to synthesize the given product. (1) Given the product [O:1]1[CH2:5][CH2:4][O:3][CH:2]1[C:6]1[CH:7]=[CH:8][C:9]([C:12]2[CH:17]=[CH:16][CH:15]=[C:14]([CH2:18][N:19]([CH2:28][CH3:29])[C:20](=[O:27])[C:21]3[CH:22]=[CH:23][CH:24]=[CH:25][CH:26]=3)[CH:13]=2)=[CH:10][CH:11]=1, predict the reactants needed to synthesize it. The reactants are: [O:1]1[CH2:5][CH2:4][O:3][CH:2]1[C:6]1[CH:11]=[CH:10][C:9]([C:12]2[CH:17]=[CH:16][CH:15]=[C:14]([CH2:18][NH:19][C:20](=[O:27])[C:21]3[CH:26]=[CH:25][CH:24]=[CH:23][CH:22]=3)[CH:13]=2)=[CH:8][CH:7]=1.[CH3:28][C:29](C)([O-])C.[K+].ICC. (2) Given the product [OH:8][C@@H:9]([CH3:12])[C@H:10]([CH3:11])[C@@H:6]([C:7]([OH:13])=[O:1])[NH2:5], predict the reactants needed to synthesize it. The reactants are: [OH:1][Li].O.Cl.[NH2:5][C@H:6]1[C@@H:10]([CH3:11])[C@H:9]([CH3:12])[O:8][C:7]1=[O:13]. (3) Given the product [CH2:9]([N:10]1[CH2:15][CH2:14][CH:13]([NH:16][C:17]([C:19]2[NH:20][C:21]3[C:26]([CH:27]=2)=[C:25]([O:28][C:29]2[CH:34]=[CH:33][C:32]([CH3:35])=[CH:31][CH:30]=2)[CH:24]=[CH:23][CH:22]=3)=[O:18])[CH2:12][CH2:11]1)[C:44]1[CH:49]=[CH:48][CH:47]=[CH:46][CH:45]=1, predict the reactants needed to synthesize it. The reactants are: N1(C[CH2:9][N:10]2[CH2:15][CH2:14][CH:13]([NH:16][C:17]([C:19]3[NH:20][C:21]4[C:26]([CH:27]=3)=[C:25]([O:28][C:29]3[CH:34]=[CH:33][C:32]([CH3:35])=[CH:31][CH:30]=3)[CH:24]=[CH:23][CH:22]=4)=[O:18])[CH2:12][CH2:11]2)CCCCCC1.NC1CCN(C[C:44]2[CH:49]=[CH:48][CH:47]=[CH:46][CH:45]=2)CC1.CN(C(ON1N=NC2C=CC=CC1=2)=[N+](C)C)C.[B-](F)(F)(F)F.C(N(C(C)C)C(C)C)C. (4) Given the product [Br:1][C:2]1[CH:3]=[C:4]([C:5]2[NH:22][N:23]=[C:24]([SH:25])[N:26]=2)[CH:8]=[CH:9][CH:10]=1, predict the reactants needed to synthesize it. The reactants are: [Br:1][C:2]1[CH:3]=[C:4]([CH:8]=[CH:9][CH:10]=1)[C:5](O)=O.C(Cl)(=O)C(Cl)=O.CN(C)C=O.[NH2:22][NH:23][C:24]([NH2:26])=[S:25]. (5) Given the product [Cl:1][C:2]1[CH:11]=[CH:10][C:9]2[N:8]=[C:7]([N:12]3[CH2:16][CH2:15][C@H:14]([N:17]4[CH2:18][C:28](=[O:30])[NH:27][S:24]4(=[O:26])=[O:25])[CH2:13]3)[CH:6]=[CH:5][C:4]=2[C:3]=1[C:35]([NH:37][CH2:38][CH:39]1[CH2:44][CH2:43][CH2:42][CH2:41][CH2:40]1)=[O:36], predict the reactants needed to synthesize it. The reactants are: [Cl:1][C:2]1[C:3]([C:35]([NH:37][CH2:38][CH:39]2[CH2:44][CH2:43][CH2:42][CH2:41][CH2:40]2)=[O:36])=[C:4]2[C:9](=[CH:10][CH:11]=1)[N:8]=[C:7]([N:12]1[CH2:16][CH2:15][C@H:14]([N:17]([S:24]([NH:27][C:28]([O:30]C(C)(C)C)=O)(=[O:26])=[O:25])[CH2:18]C(OCC)=O)[CH2:13]1)[CH:6]=[CH:5]2.FC(F)(F)C(O)=O. (6) Given the product [CH3:29][O:30][C:31](=[O:39])[C:32]1[CH:37]=[CH:36][CH:35]=[C:34]([S:38][CH:22]([C:19]2[CH:20]=[CH:21][C:16]([O:15][CH2:14][C:13]3[N:9]([C:3]4[C:2]([Cl:1])=[CH:7][CH:6]=[CH:5][C:4]=4[Cl:8])[N:10]=[N:11][C:12]=3[CH:26]([CH3:27])[CH3:28])=[CH:17][C:18]=2[CH3:25])[CH3:23])[CH:33]=1, predict the reactants needed to synthesize it. The reactants are: [Cl:1][C:2]1[CH:7]=[CH:6][CH:5]=[C:4]([Cl:8])[C:3]=1[N:9]1[C:13]([CH2:14][O:15][C:16]2[CH:21]=[CH:20][C:19]([CH:22](O)[CH3:23])=[C:18]([CH3:25])[CH:17]=2)=[C:12]([CH:26]([CH3:28])[CH3:27])[N:11]=[N:10]1.[CH3:29][O:30][C:31](=[O:39])[C:32]1[CH:37]=[CH:36][CH:35]=[C:34]([SH:38])[CH:33]=1.CCCCP(CCCC)CCCC. (7) Given the product [OH:1][C:2]1[C:7]([CH2:16][CH2:15][CH:14]([CH3:17])[CH3:13])=[C:6]([OH:8])[CH:5]=[CH:4][C:3]=1[C:9](=[O:11])[CH3:10], predict the reactants needed to synthesize it. The reactants are: [OH:1][C:2]1[CH:7]=[C:6]([OH:8])[CH:5]=[CH:4][C:3]=1[C:9](=[O:11])[CH3:10].Br[CH2:13][C:14]([CH3:17])=[CH:15][CH3:16].